Dataset: Full USPTO retrosynthesis dataset with 1.9M reactions from patents (1976-2016). Task: Predict the reactants needed to synthesize the given product. (1) Given the product [N:1]([C:2]1[CH:7]=[CH:6][C:5]([N:8]2[CH:12]=[C:11]([CH2:13][NH:14][C:15]([C:17]3[S:18][C:19]([Cl:22])=[CH:20][CH:21]=3)=[O:16])[N:10]=[CH:9]2)=[CH:4][CH:3]=1)=[C:24]=[O:25], predict the reactants needed to synthesize it. The reactants are: [NH2:1][C:2]1[CH:7]=[CH:6][C:5]([N:8]2[CH:12]=[C:11]([CH2:13][NH:14][C:15]([C:17]3[S:18][C:19]([Cl:22])=[CH:20][CH:21]=3)=[O:16])[N:10]=[CH:9]2)=[CH:4][CH:3]=1.Cl[C:24](OC(Cl)(Cl)Cl)=[O:25]. (2) Given the product [C:30]1([O:29][C:27](=[O:28])[NH:4][C:3]2[CH:5]=[CH:6][C:7]([O:9][C:10]3[C:11]4[N:18]([CH3:19])[CH:17]=[CH:16][C:12]=4[N:13]=[CH:14][N:15]=3)=[CH:8][C:2]=2[Cl:1])[CH:35]=[CH:34][CH:33]=[CH:32][CH:31]=1, predict the reactants needed to synthesize it. The reactants are: [Cl:1][C:2]1[CH:8]=[C:7]([O:9][C:10]2[C:11]3[N:18]([CH3:19])[CH:17]=[CH:16][C:12]=3[N:13]=[CH:14][N:15]=2)[CH:6]=[CH:5][C:3]=1[NH2:4].N1C=CC=CC=1.Cl[C:27]([O:29][C:30]1[CH:35]=[CH:34][CH:33]=[CH:32][CH:31]=1)=[O:28]. (3) Given the product [NH2:2][C:3]1[N:8]=[CH:7][C:6]([C:9]2[N:10]=[C:11]([N:25]3[CH2:30][CH2:29][O:28][CH2:27][CH2:26]3)[C:12]3[S:17][C:16]([C:18]4([OH:24])[CH2:23][CH2:22][N:21]([C:31](=[O:35])[C@@H:32]([OH:33])[CH3:34])[CH2:20][CH2:19]4)=[CH:15][C:13]=3[N:14]=2)=[CH:5][N:4]=1, predict the reactants needed to synthesize it. The reactants are: Cl.[NH2:2][C:3]1[N:8]=[CH:7][C:6]([C:9]2[N:10]=[C:11]([N:25]3[CH2:30][CH2:29][O:28][CH2:27][CH2:26]3)[C:12]3[S:17][C:16]([C:18]4([OH:24])[CH2:23][CH2:22][NH:21][CH2:20][CH2:19]4)=[CH:15][C:13]=3[N:14]=2)=[CH:5][N:4]=1.[C:31](O)(=[O:35])[CH:32]([CH3:34])[OH:33]. (4) Given the product [CH:37]1([N:28]2[CH2:29][C:30]([F:35])([F:36])[C:31](=[O:34])[N:32]([CH3:33])[C:26]3[CH:25]=[N:24][C:23]([NH:22][C:19]4[CH:20]=[CH:21][C:16]([C:15]([NH:14][CH:11]5[CH2:10][CH2:9][NH:8][CH2:13][CH2:12]5)=[O:44])=[CH:17][C:18]=4[CH3:43])=[N:42][C:27]2=3)[CH2:41][CH2:40][CH2:39][CH2:38]1, predict the reactants needed to synthesize it. The reactants are: C(OC([N:8]1[CH2:13][CH2:12][CH:11]([NH:14][C:15](=[O:44])[C:16]2[CH:21]=[CH:20][C:19]([NH:22][C:23]3[N:24]=[CH:25][C:26]4[N:32]([CH3:33])[C:31](=[O:34])[C:30]([F:36])([F:35])[CH2:29][N:28]([CH:37]5[CH2:41][CH2:40][CH2:39][CH2:38]5)[C:27]=4[N:42]=3)=[C:18]([CH3:43])[CH:17]=2)[CH2:10][CH2:9]1)=O)(C)(C)C.FC(F)(F)C(O)=O. (5) Given the product [Cl:1][C:2]1[CH:3]=[CH:4][C:5]2[NH:11][C:10]3[CH:12]=[CH:13][CH:14]=[CH:15][C:9]=3[C:8]([N:19]3[CH2:24][CH2:23][O:22][CH2:21][CH2:20]3)=[N:7][C:6]=2[CH:18]=1, predict the reactants needed to synthesize it. The reactants are: [Cl:1][C:2]1[CH:3]=[CH:4][C:5]2[NH:11][C:10]3[CH:12]=[CH:13][CH:14]=[CH:15][C:9]=3[C:8](SC)=[N:7][C:6]=2[CH:18]=1.[NH:19]1[CH2:24][CH2:23][O:22][CH2:21][CH2:20]1.